Task: Predict which catalyst facilitates the given reaction.. Dataset: Catalyst prediction with 721,799 reactions and 888 catalyst types from USPTO (1) Reactant: [Cl:1][C:2]1[CH:7]=[C:6]([F:8])[CH:5]=[CH:4][C:3]=1[N:9]1[C:17](=[O:18])[C:16]2[C@@H:15]3[C:19]([CH3:21])([CH3:20])[C@@:12]([CH3:22])([CH2:13][CH2:14]3)[C:11]=2[NH:10]1.[F:23][C:24]1[CH:31]=[C:30]([F:32])[CH:29]=[CH:28][C:25]=1[CH2:26]Br. Product: [Cl:1][C:2]1[CH:7]=[C:6]([F:8])[CH:5]=[CH:4][C:3]=1[N:9]1[C:17](=[O:18])[C:16]2[C@@H:15]3[C:19]([CH3:21])([CH3:20])[C@@:12]([CH3:22])([CH2:13][CH2:14]3)[C:11]=2[N:10]1[CH2:26][C:25]1[CH:28]=[CH:29][C:30]([F:32])=[CH:31][C:24]=1[F:23]. The catalyst class is: 711. (2) Reactant: [Cl:1][C:2]1[C:3]([C:17]([O:19]C)=[O:18])=[N:4][C:5]([Cl:16])=[CH:6][C:7]=1[N:8]([CH3:15])[CH:9]1[CH2:14][CH2:13][O:12][CH2:11][CH2:10]1.[OH-].[Na+]. Product: [Cl:1][C:2]1[C:3]([C:17]([OH:19])=[O:18])=[N:4][C:5]([Cl:16])=[CH:6][C:7]=1[N:8]([CH3:15])[CH:9]1[CH2:10][CH2:11][O:12][CH2:13][CH2:14]1. The catalyst class is: 1. (3) Reactant: Br[C:2]1[CH:10]=[C:9]2[C:5]([CH:6]=[N:7][NH:8]2)=[CH:4][C:3]=1[O:11][CH3:12].C([O-])(=O)C.[K+].[B:18]1([B:18]2[O:22][C:21]([CH3:24])([CH3:23])[C:20]([CH3:26])([CH3:25])[O:19]2)[O:22][C:21]([CH3:24])([CH3:23])[C:20]([CH3:26])([CH3:25])[O:19]1. Product: [CH3:12][O:11][C:3]1[CH:4]=[C:5]2[C:9](=[CH:10][C:2]=1[B:18]1[O:22][C:21]([CH3:24])([CH3:23])[C:20]([CH3:26])([CH3:25])[O:19]1)[NH:8][N:7]=[CH:6]2. The catalyst class is: 431. (4) Reactant: [CH3:1][C:2]1[O:6][N:5]=[C:4]([C:7]2[CH:12]=[CH:11][CH:10]=[CH:9][CH:8]=2)[C:3]=1[CH2:13][O:14][C:15]1[CH:20]=[CH:19][C:18]([N+:21]([O-])=O)=[CH:17][N:16]=1.[Cl-].[NH4+]. Product: [CH3:1][C:2]1[O:6][N:5]=[C:4]([C:7]2[CH:12]=[CH:11][CH:10]=[CH:9][CH:8]=2)[C:3]=1[CH2:13][O:14][C:15]1[N:16]=[CH:17][C:18]([NH2:21])=[CH:19][CH:20]=1. The catalyst class is: 284.